This data is from Reaction yield outcomes from USPTO patents with 853,638 reactions. The task is: Predict the reaction yield, written as a fraction of the theoretical maximum amount of product (1.0 means a 100% yield; for example, 0.34 means a 34% yield). (1) The reactants are [CH:1]([C:3]1[O:4][C:5](B(O)O)=[CH:6][CH:7]=1)=[O:2].Br[C:12]1[CH:13]=[N:14][CH:15]=[C:16]([CH:20]=1)[C:17]([OH:19])=[O:18].C(=O)([O-])[O-].[Na+].[Na+].O1CCOCC1. The catalyst is Cl[Pd](Cl)([P](C1C=CC=CC=1)(C1C=CC=CC=1)C1C=CC=CC=1)[P](C1C=CC=CC=1)(C1C=CC=CC=1)C1C=CC=CC=1.CN(C=O)C.C(O)C.O. The product is [CH:1]([C:3]1[O:4][C:5]([C:12]2[CH:13]=[N:14][CH:15]=[C:16]([CH:20]=2)[C:17]([OH:19])=[O:18])=[CH:6][CH:7]=1)=[O:2]. The yield is 0.470. (2) The reactants are [CH:1]12[CH2:10][CH:5]3[CH2:6][CH:7]([CH2:9][CH:3]([CH2:4]3)[CH:2]1[N:11]1[C:14](=[O:15])[CH2:13][NH:12]1)[CH2:8]2.C(N(C(C)C)CC)(C)C.[C:25]1([CH3:35])[CH:30]=[CH:29][C:28]([S:31](Cl)(=[O:33])=[O:32])=[CH:27][CH:26]=1.O. The catalyst is ClCCl. The product is [CH3:35][C:25]1[CH:30]=[CH:29][C:28]([S:31]([N:12]2[CH2:13][C:14](=[O:15])[N:11]2[CH:2]2[CH:3]3[CH2:4][CH:5]4[CH2:6][CH:7]([CH2:8][CH:1]2[CH2:10]4)[CH2:9]3)(=[O:33])=[O:32])=[CH:27][CH:26]=1. The yield is 0.833. (3) The reactants are [CH:1]([C:3]1[CH:18]=[CH:17][C:6]([O:7][C@@H:8]([CH:14]([CH3:16])[CH3:15])[C:9]([O:11][CH2:12][CH3:13])=[O:10])=[CH:5][CH:4]=1)=O.[NH2:19][OH:20].Cl.N1C=CC=CC=1. The catalyst is C(O)C. The product is [OH:20][N:19]=[CH:1][C:3]1[CH:18]=[CH:17][C:6]([O:7][C@@H:8]([CH:14]([CH3:16])[CH3:15])[C:9]([O:11][CH2:12][CH3:13])=[O:10])=[CH:5][CH:4]=1. The yield is 0.710. (4) The yield is 0.610. The reactants are [OH:1][CH2:2][CH2:3][CH2:4][NH:5][C:6]1[C:7]2[N:8]([C:20]([CH:23]=[O:24])=[CH:21][N:22]=2)[C:9]2[C:14]([N:15]=1)=[CH:13][C:12]([C:16]([F:19])([F:18])[F:17])=[CH:11][CH:10]=2.[BH4-].[Na+]. The catalyst is CO.O. The product is [OH:24][CH2:23][C:20]1[N:8]2[C:9]3[C:14]([N:15]=[C:6]([NH:5][CH2:4][CH2:3][CH2:2][OH:1])[C:7]2=[N:22][CH:21]=1)=[CH:13][C:12]([C:16]([F:17])([F:19])[F:18])=[CH:11][CH:10]=3. (5) The reactants are [CH:1]1([NH2:4])[CH2:3][CH2:2]1.C(O)(=O)C.[CH2:9]([O:16][C:17]([N:19]1[CH2:24][CH2:23][CH:22]([CH:25]=O)[CH2:21][CH2:20]1)=[O:18])[C:10]1[CH:15]=[CH:14][CH:13]=[CH:12][CH:11]=1.C([BH3-])#N.[Na+]. The catalyst is CO. The product is [CH2:9]([O:16][C:17]([N:19]1[CH2:24][CH2:23][CH:22]([CH2:25][NH:4][CH:1]2[CH2:3][CH2:2]2)[CH2:21][CH2:20]1)=[O:18])[C:10]1[CH:11]=[CH:12][CH:13]=[CH:14][CH:15]=1. The yield is 0.470. (6) The reactants are Br[C:2]1[CH:11]=[C:10]2[C:5]([C:6]([N:13]3[CH2:18][CH2:17][O:16][CH2:15][CH2:14]3)=[N:7][C:8]([Cl:12])=[N:9]2)=[CH:4][CH:3]=1.[CH3:19][S:20]([C:23]1[CH:24]=[C:25](B(O)O)[CH:26]=[CH:27][CH:28]=1)(=[O:22])=[O:21].C(=O)([O-])[O-].[Na+].[Na+].CN(C=O)C. The catalyst is Cl[Pd](Cl)([P](C1C=CC=CC=1)(C1C=CC=CC=1)C1C=CC=CC=1)[P](C1C=CC=CC=1)(C1C=CC=CC=1)C1C=CC=CC=1.O. The product is [Cl:12][C:8]1[N:7]=[C:6]([N:13]2[CH2:18][CH2:17][O:16][CH2:15][CH2:14]2)[C:5]2[C:10](=[CH:11][C:2]([C:27]3[CH:26]=[CH:25][CH:24]=[C:23]([S:20]([CH3:19])(=[O:22])=[O:21])[CH:28]=3)=[CH:3][CH:4]=2)[N:9]=1. The yield is 0.800. (7) The reactants are ClC1C=CC=C(C(OO)=[O:9])C=1.[C:12]12([CH2:22][CH2:23][N:24]([CH2:37][CH2:38][CH2:39][CH2:40][CH3:41])[C:25]([NH:27][CH2:28][CH2:29][CH2:30][C:31]3[CH:36]=[CH:35][N:34]=[CH:33][CH:32]=3)=[O:26])[CH2:21][CH:16]3[CH2:17][CH:18]([CH2:20][CH:14]([CH2:15]3)[CH2:13]1)[CH2:19]2.[OH-].[Na+]. The catalyst is C(Cl)(Cl)Cl. The product is [C:12]12([CH2:22][CH2:23][N:24]([CH2:37][CH2:38][CH2:39][CH2:40][CH3:41])[C:25](=[O:26])[NH:27][CH2:28][CH2:29][CH2:30][C:31]3[CH:32]=[CH:33][N+:34]([O-:9])=[CH:35][CH:36]=3)[CH2:13][CH:14]3[CH2:15][CH:16]([CH2:17][CH:18]([CH2:20]3)[CH2:19]1)[CH2:21]2. The yield is 0.942. (8) The reactants are C(OC([N:8]1[CH2:13][CH2:12][N:11]([CH:14]2[CH:18]([OH:19])[CH2:17][N:16]([C:20](=[O:28])[C:21]3[CH:26]=[CH:25][C:24]([Cl:27])=[CH:23][CH:22]=3)[CH2:15]2)[CH2:10][CH2:9]1)=O)(C)(C)C.C([O-])(=O)C.[NH4+]. No catalyst specified. The product is [Cl:27][C:24]1[CH:25]=[CH:26][C:21]([C:20]([N:16]2[CH2:15][CH:14]([N:11]3[CH2:12][CH2:13][NH:8][CH2:9][CH2:10]3)[CH:18]([OH:19])[CH2:17]2)=[O:28])=[CH:22][CH:23]=1. The yield is 0.990. (9) The reactants are [CH3:1][C:2]1([C:7]23[CH2:14][CH:13]4[CH2:15][C:9]([CH2:16][N:17]5[CH2:21][CH2:20][CH2:19][S:18]5(=[O:23])=[O:22])([CH2:10][CH:11]2[CH2:12]4)[CH2:8]3)OCC[O:3]1.C1(C)C=CC(S(O)(=O)=O)=CC=1. The catalyst is CC(C)=O.CCOC(C)=O. The product is [O:22]=[S:18]1(=[O:23])[CH2:19][CH2:20][CH2:21][N:17]1[CH2:16][C:9]12[CH2:15][CH:13]3[CH2:12][CH:11]([CH2:10]1)[C:7]([C:2](=[O:3])[CH3:1])([CH2:14]3)[CH2:8]2. The yield is 0.920.